This data is from Tyrosyl-DNA phosphodiesterase HTS with 341,365 compounds. The task is: Binary Classification. Given a drug SMILES string, predict its activity (active/inactive) in a high-throughput screening assay against a specified biological target. (1) The drug is S=c1n([nH]c(n1)C)c1ccccc1. The result is 0 (inactive). (2) The compound is O=C(N1CCc2c1cccc2)Cn1c2c(nc1)cccc2. The result is 0 (inactive). (3) The compound is S(=O)(=O)(N1C(CCC1)C(=O)Nc1ccc(cc1)C)c1cc2n(c(=O)c(=O)n(c2cc1)C)C. The result is 0 (inactive). (4) The compound is o1c(CNC(=O)c2c(NC(=O)c3ccccc3)cccc2)ccc1. The result is 0 (inactive). (5) The drug is o1c(CN(Cc2cc3c([nH]c2=O)cc(cc3)C)Cc2n(nnn2)Cc2occc2)ccc1. The result is 0 (inactive). (6) The drug is S(O)(=O)(=O)c1c2c(c(S(O)(=O)=O)ccc2NC(=O)c2cc(NC(=O)Nc3cc(C(=O)Nc4c5c(c(S(O)(=O)=O)cc4)cc(S(O)(=O)=O)cc5S(O)(=O)=O)ccc3)ccc2)cc(S(O)(=O)=O)c1. The result is 1 (active). (7) The result is 0 (inactive). The molecule is S(=O)(=O)(N1CC(CCC1)C(=O)Nc1ccc(C(C)C)cc1)c1c(onc1C)C. (8) The drug is O=c1n(c(=O)n(c(NC)c1n1c(c(c(c1)C(OC)=O)C(OC)=O)C(OC)=O)C)C. The result is 0 (inactive). (9) The molecule is Clc1c(ccc(NC(O\N=C\c2c(n(nc2C)C(C)(C)C)C)=O)c1)C. The result is 0 (inactive).